This data is from Full USPTO retrosynthesis dataset with 1.9M reactions from patents (1976-2016). The task is: Predict the reactants needed to synthesize the given product. (1) Given the product [CH3:1][C:2]1[C:7]([OH:8])=[CH:6][CH:5]=[C:4]([N:12]2[CH:16]=[N:15][CH:14]=[N:13]2)[N:3]=1, predict the reactants needed to synthesize it. The reactants are: [CH3:1][C:2]1[C:7]([O:8]C(=O)C)=[CH:6][CH:5]=[C:4]([N:12]2[CH:16]=[N:15][CH:14]=[N:13]2)[N:3]=1.[OH-].[Na+].Cl. (2) Given the product [CH3:19][C:18]([O:17][C:15]([N:13]([CH2:12][C:10]1[CH:11]=[C:2]([C:22]2[CH:27]=[CH:26][CH:25]=[CH:24][CH:23]=2)[C:3]([C:4]([O:6][CH3:7])=[O:5])=[CH:8][CH:9]=1)[CH3:14])=[O:16])([CH3:21])[CH3:20], predict the reactants needed to synthesize it. The reactants are: Br[C:2]1[CH:11]=[C:10]([CH2:12][N:13]([C:15]([O:17][C:18]([CH3:21])([CH3:20])[CH3:19])=[O:16])[CH3:14])[CH:9]=[CH:8][C:3]=1[C:4]([O:6][CH3:7])=[O:5].[C:22]1(B(O)O)[CH:27]=[CH:26][CH:25]=[CH:24][CH:23]=1.C(=O)([O-])[O-].[Na+].[Na+].